This data is from Catalyst prediction with 721,799 reactions and 888 catalyst types from USPTO. The task is: Predict which catalyst facilitates the given reaction. (1) Reactant: [CH3:1][NH:2][CH2:3][C@@H:4]([C@H:6]([C@@H:8]([C@@H:10]([CH2:12][OH:13])[OH:11])[OH:9])[OH:7])[OH:5].[C:14]([OH:22])(=[O:21])[CH2:15][CH2:16][CH2:17][C:18]([OH:20])=[O:19].[C:23]([OH:31])(=[O:30])[CH2:24][CH2:25][CH2:26][C:27]([OH:29])=[O:28].[OH:32][C@H:33]([C@H:39]([C@@H:41]1[C@:59]2([CH3:60])[C@H:44]([C@H:45]3[C@H:56]([CH2:57][CH2:58]2)[C@:54]2([CH3:55])[C:48]([CH2:49][C@H:50]([CH2:52][CH2:53]2)[OH:51])=[CH:47][CH2:46]3)[CH2:43][CH2:42]1)[CH3:40])[CH2:34][CH2:35][CH:36]([CH3:38])[CH3:37]. Product: [NH:2]([CH2:3][C@@H:4]([C@H:6]([C@@H:8]([C@@H:10]([CH2:12][OH:13])[OH:11])[OH:9])[OH:7])[OH:5])[CH3:1].[NH:2]([CH2:3][C@@H:4]([C@H:6]([C@@H:8]([C@@H:10]([CH2:12][OH:13])[OH:11])[OH:9])[OH:7])[OH:5])[CH3:1].[C:14]([OH:22])(=[O:21])[CH2:15][CH2:16][CH2:17][C:18]([OH:20])=[O:19].[C:23]([OH:31])(=[O:30])[CH2:24][CH2:25][CH2:26][C:27]([OH:29])=[O:28].[OH:32][C@H:33]([C@H:39]([C@@H:41]1[C@:59]2([CH3:60])[C@H:44]([C@H:45]3[C@H:56]([CH2:57][CH2:58]2)[C@:54]2([CH3:55])[C:48]([CH2:49][C@H:50]([CH2:52][CH2:53]2)[OH:51])=[CH:47][CH2:46]3)[CH2:43][CH2:42]1)[CH3:40])[CH2:34][CH2:35][CH:36]([CH3:38])[CH3:37]. The catalyst class is: 6. (2) Reactant: [Br:1][C:2]1[C:7]2=[N:8][C:9]([C:12]([OH:14])=O)=[CH:10][N:11]=[C:6]2[CH:5]=[N:4][CH:3]=1.[NH2:15][CH:16]([CH3:21])[C:17]([CH3:20])([OH:19])[CH3:18].C(N(CC)CC)C.F[P-](F)(F)(F)(F)F.C[N+](C)=C(N(C)C)O. Product: [Br:1][C:2]1[C:7]2=[N:8][C:9]([C:12]([NH:15][CH:16]([C:17]([OH:19])([CH3:20])[CH3:18])[CH3:21])=[O:14])=[CH:10][N:11]=[C:6]2[CH:5]=[N:4][CH:3]=1. The catalyst class is: 9. (3) Reactant: C([N:4](C(C)C)CC)(C)C.[CH2:10]([O:17][C:18](=[O:31])[CH2:19][CH:20]([C:24]1[CH:29]=[CH:28][C:27]([Br:30])=[CH:26][CH:25]=1)[C:21](O)=[O:22])[C:11]1[CH:16]=[CH:15][CH:14]=[CH:13][CH:12]=1.[Cl-].[NH4+].CN(C(ON1N=NC2C=CC=NC1=2)=[N+](C)C)C.F[P-](F)(F)(F)(F)F. Product: [NH2:4][C:21](=[O:22])[CH:20]([C:24]1[CH:29]=[CH:28][C:27]([Br:30])=[CH:26][CH:25]=1)[CH2:19][C:18]([O:17][CH2:10][C:11]1[CH:16]=[CH:15][CH:14]=[CH:13][CH:12]=1)=[O:31]. The catalyst class is: 9. (4) Reactant: C([O:3][C:4](=[O:46])[CH2:5][N:6]1[CH2:11][CH2:10][CH:9]([C:12]2[N:20]=[C:19]3[N:14]([C:15]([NH:29][CH2:30][CH2:31][NH:32][C:33]4[CH:38]=[CH:37][C:36]([C:39](=[O:44])[C:40]([F:43])([F:42])[F:41])=[C:35]([NH2:45])[N:34]=4)=[N:16][C:17]([C:21]4[CH:26]=[CH:25][C:24]([Cl:27])=[CH:23][C:22]=4[Cl:28])=[CH:18]3)[N:13]=2)[CH2:8][CH2:7]1)C.O.[OH-].[Na+]. Product: [NH2:45][C:35]1[N:34]=[C:33]([NH:32][CH2:31][CH2:30][NH:29][C:15]2[N:14]3[N:13]=[C:12]([CH:9]4[CH2:10][CH2:11][N:6]([CH2:5][C:4]([OH:46])=[O:3])[CH2:7][CH2:8]4)[N:20]=[C:19]3[CH:18]=[C:17]([C:21]3[CH:26]=[CH:25][C:24]([Cl:27])=[CH:23][C:22]=3[Cl:28])[N:16]=2)[CH:38]=[CH:37][C:36]=1[C:39](=[O:44])[C:40]([F:41])([F:43])[F:42]. The catalyst class is: 57. (5) Reactant: [F:1][C:2]([F:25])([F:24])[O:3][C:4]1[CH:9]=[CH:8][C:7]([NH:10][C:11]2[C:12]3[CH:19]=[C:18]([C:20]([O:22]C)=[O:21])[S:17][C:13]=3[N:14]=[CH:15][N:16]=2)=[CH:6][CH:5]=1.[Li+].[OH-]. Product: [F:25][C:2]([F:1])([F:24])[O:3][C:4]1[CH:5]=[CH:6][C:7]([NH:10][C:11]2[C:12]3[CH:19]=[C:18]([C:20]([OH:22])=[O:21])[S:17][C:13]=3[N:14]=[CH:15][N:16]=2)=[CH:8][CH:9]=1. The catalyst class is: 20. (6) Reactant: [C:1]([C:3]1[CH:8]=[CH:7][C:6]([CH:9]2[C:18]3[C:17](=[O:19])[NH:16][C:15]([CH3:20])=[CH:14][C:13]=3[NH:12][C:11]([CH3:21])=[C:10]2[C:22]#[N:23])=[C:5]([O:24][CH3:25])[CH:4]=1)#[N:2].C(OCC)(OCC)O[CH2:28][CH3:29]. Product: [C:1]([C:3]1[CH:8]=[CH:7][C:6]([CH:9]2[C:18]3[C:13](=[CH:14][C:15]([CH3:20])=[N:16][C:17]=3[O:19][CH2:28][CH3:29])[NH:12][C:11]([CH3:21])=[C:10]2[C:22]#[N:23])=[C:5]([O:24][CH3:25])[CH:4]=1)#[N:2]. The catalyst class is: 65. (7) Reactant: Br[CH:2]1[CH2:8][NH:7][C:6]2[CH:9]=[CH:10][CH:11]=[CH:12][C:5]=2[N:4]2[C:13]([CH3:16])=[N:14][N:15]=[C:3]12.[C:17]1(B(O)O)[CH:22]=[CH:21][CH:20]=[CH:19][CH:18]=1.[C:26]([O-])([O-])=O.[Cs+].[Cs+]. Product: [CH3:16][C:13]1[N:4]2[C:5]3[CH:12]=[CH:11][C:10]([C:17]4[CH:22]=[CH:21][CH:20]=[CH:19][CH:18]=4)=[CH:9][C:6]=3[N:7]([CH3:26])[CH2:8][CH2:2][C:3]2=[N:15][N:14]=1. The catalyst class is: 70.